The task is: Predict the product of the given reaction.. This data is from Forward reaction prediction with 1.9M reactions from USPTO patents (1976-2016). Given the reactants Br[CH2:2][C:3]1[CH:8]=[CH:7][C:6]([C:9]([C:11]2[CH:16]=[CH:15][CH:14]=[C:13]([Cl:17])[CH:12]=2)=[O:10])=[CH:5][C:4]=1[Cl:18].[NH:19]1[CH2:23][CH2:22][CH2:21][CH2:20]1.ClC1C=C(C(C2C=CC(CN3CCCC3)=CC=2)=O)C=CC=1, predict the reaction product. The product is: [Cl:18][C:4]1[CH:5]=[C:6]([C:9]([C:11]2[CH:16]=[CH:15][CH:14]=[C:13]([Cl:17])[CH:12]=2)=[O:10])[CH:7]=[CH:8][C:3]=1[CH2:2][N:19]1[CH2:23][CH2:22][CH2:21][CH2:20]1.